From a dataset of Full USPTO retrosynthesis dataset with 1.9M reactions from patents (1976-2016). Predict the reactants needed to synthesize the given product. (1) Given the product [C:26]([C:30]1[CH:31]=[CH:32][C:33]([NH:34][C:14]2[C:15]3[CH2:16][CH2:17][N:8]([CH2:1][C:2]4[CH:7]=[CH:6][CH:5]=[CH:4][CH:3]=4)[CH2:9][C:10]=3[N:11]=[C:12]([CH2:19][N:20]3[CH2:25][CH2:24][O:23][CH2:22][CH2:21]3)[N:13]=2)=[CH:35][CH:36]=1)([CH3:29])([CH3:27])[CH3:28], predict the reactants needed to synthesize it. The reactants are: [CH2:1]([N:8]1[CH2:17][CH2:16][C:15]2[C:14](Cl)=[N:13][C:12]([CH2:19][N:20]3[CH2:25][CH2:24][O:23][CH2:22][CH2:21]3)=[N:11][C:10]=2[CH2:9]1)[C:2]1[CH:7]=[CH:6][CH:5]=[CH:4][CH:3]=1.[C:26]([C:30]1[CH:36]=[CH:35][C:33]([NH2:34])=[CH:32][CH:31]=1)([CH3:29])([CH3:28])[CH3:27]. (2) Given the product [C:2]1([C:15]#[C:14][CH2:13][CH2:12][CH2:11][OH:16])[CH:7]=[C:6]([C:15]#[C:14][CH2:13][CH2:12][CH2:11][OH:16])[C:5]([C:7]#[C:2][CH2:3][CH2:4][CH2:5][OH:17])=[CH:4][C:3]=1[C:15]#[C:14][CH2:13][CH2:12][CH2:11][OH:16], predict the reactants needed to synthesize it. The reactants are: I[C:2]1[CH:7]=[C:6](I)[C:5](I)=[CH:4][C:3]=1I.[CH2:11]([OH:16])[CH2:12][CH2:13][C:14]#[CH:15].[OH2:17]. (3) Given the product [C:1]([C:5]1[CH:12]=[CH:11][C:8]([CH2:9][N:21]([CH2:20][CH2:19][C:15]2[CH:14]=[N:13][CH:18]=[CH:17][CH:16]=2)[C:33]([C:31]2[CH:30]=[CH:29][CH:28]=[C:27]3[C:32]=2[NH:24][CH:25]=[CH:26]3)=[O:34])=[CH:7][CH:6]=1)([CH3:4])([CH3:3])[CH3:2], predict the reactants needed to synthesize it. The reactants are: [C:1]([C:5]1[CH:12]=[CH:11][C:8]([CH:9]=O)=[CH:7][CH:6]=1)([CH3:4])([CH3:3])[CH3:2].[N:13]1[CH:18]=[CH:17][CH:16]=[C:15]([CH2:19][CH2:20][NH2:21])[CH:14]=1.[BH4-].[Na+].[NH:24]1[C:32]2[C:27](=[CH:28][CH:29]=[CH:30][C:31]=2[C:33](O)=[O:34])[CH:26]=[CH:25]1.CCN=C=NCCCN(C)C.Cl. (4) Given the product [C:4]1([C:28]2[CH:33]=[CH:32][CH:31]=[CH:30][CH:29]=2)[CH:9]=[CH:8][C:7]([O:10][CH2:11][CH2:12][CH2:13][O:14][C:15]2[CH:20]=[CH:19][C:18]([CH2:21][CH:22]([O:26][CH2:1][CH3:2])[C:23]([OH:25])=[O:24])=[C:17]([Cl:27])[CH:16]=2)=[CH:6][CH:5]=1, predict the reactants needed to synthesize it. The reactants are: [CH2:1](I)[CH3:2].[C:4]1([C:28]2[CH:33]=[CH:32][CH:31]=[CH:30][CH:29]=2)[CH:9]=[CH:8][C:7]([O:10][CH2:11][CH2:12][CH2:13][O:14][C:15]2[CH:20]=[CH:19][C:18]([CH2:21][CH:22]([OH:26])[C:23]([OH:25])=[O:24])=[C:17]([Cl:27])[CH:16]=2)=[CH:6][CH:5]=1.Cl.